This data is from Forward reaction prediction with 1.9M reactions from USPTO patents (1976-2016). The task is: Predict the product of the given reaction. (1) Given the reactants [NH2:1][C:2]1[CH:7]=[CH:6][C:5]([CH2:8][OH:9])=[CH:4][CH:3]=1.[C:10](O)(=[O:32])[CH2:11][CH2:12]/[CH:13]=[CH:14]\[CH2:15]/[CH:16]=[CH:17]\[CH2:18]/[CH:19]=[CH:20]\[CH2:21]/[CH:22]=[CH:23]\[CH2:24]/[CH:25]=[CH:26]\[CH2:27]/[CH:28]=[CH:29]\[CH2:30][CH3:31].CN(C(ON1N=NC2C=CC=NC1=2)=[N+](C)C)C.F[P-](F)(F)(F)(F)F, predict the reaction product. The product is: [OH:9][CH2:8][C:5]1[CH:6]=[CH:7][C:2]([NH:1][C:10](=[O:32])[CH2:11][CH2:12]/[CH:13]=[CH:14]\[CH2:15]/[CH:16]=[CH:17]\[CH2:18]/[CH:19]=[CH:20]\[CH2:21]/[CH:22]=[CH:23]\[CH2:24]/[CH:25]=[CH:26]\[CH2:27]/[CH:28]=[CH:29]\[CH2:30][CH3:31])=[CH:3][CH:4]=1. (2) Given the reactants [Cl:1][C:2]1[CH:7]=[CH:6][C:5]([S:8]([C:11]([CH3:17])([CH3:16])[C:12]([NH:14][OH:15])=[NH:13])(=[O:10])=[O:9])=[CH:4][CH:3]=1.[C:18]([C:22]1[CH:26]=[C:25]([C:27](Cl)=O)[N:24]([CH3:30])[N:23]=1)([CH3:21])([CH3:20])[CH3:19], predict the reaction product. The product is: [C:18]([C:22]1[CH:26]=[C:25]([C:27]2[O:15][N:14]=[C:12]([C:11]([S:8]([C:5]3[CH:4]=[CH:3][C:2]([Cl:1])=[CH:7][CH:6]=3)(=[O:9])=[O:10])([CH3:17])[CH3:16])[N:13]=2)[N:24]([CH3:30])[N:23]=1)([CH3:21])([CH3:20])[CH3:19]. (3) The product is: [CH:19]([O:18][C:15]1[CH:16]=[CH:17][C:12]([C:10]([N:7]2[CH2:6][CH2:5][C:4]3([O:23][C:24]([C:26]4[CH:27]=[N:28][CH:29]=[CH:30][CH:31]=4)=[CH:25][CH:2]([O:1][CH:32]([CH3:34])[CH3:33])[CH2:3]3)[CH2:9][CH2:8]2)=[O:11])=[CH:13][C:14]=1[CH3:22])([CH3:21])[CH3:20]. Given the reactants [OH:1][CH:2]1[CH:25]=[C:24]([C:26]2[CH:27]=[N:28][CH:29]=[CH:30][CH:31]=2)[O:23][C:4]2([CH2:9][CH2:8][N:7]([C:10]([C:12]3[CH:17]=[CH:16][C:15]([O:18][CH:19]([CH3:21])[CH3:20])=[C:14]([CH3:22])[CH:13]=3)=[O:11])[CH2:6][CH2:5]2)[CH2:3]1.[CH:32](O)([CH3:34])[CH3:33].C1(C)C=CC(S([O-])(=O)=O)=CC=1.[NH+]1C=CC=CC=1, predict the reaction product. (4) Given the reactants [Cl:1][C:2]1[CH:3]=[C:4]2[C:10]3([CH2:14][C:13](=[O:15])[NH:12][C:11]3=[O:16])[C:9](=[O:17])[NH:8][C:5]2=[CH:6][CH:7]=1.CC(C)([O-])C.[K+].[CH2:24](Br)[C:25]1[CH:30]=[CH:29][CH:28]=[CH:27][CH:26]=1, predict the reaction product. The product is: [CH2:24]([N:12]1[C:13](=[O:15])[CH2:14][C:10]2([C:4]3[C:5](=[CH:6][CH:7]=[C:2]([Cl:1])[CH:3]=3)[NH:8][C:9]2=[O:17])[C:11]1=[O:16])[C:25]1[CH:30]=[CH:29][CH:28]=[CH:27][CH:26]=1. (5) Given the reactants [CH3:1][O:2][CH2:3][O:4][C:5]1[CH:6]=[C:7]([CH2:11][C:12]([O:14][CH2:15][CH3:16])=[O:13])[CH:8]=[CH:9][CH:10]=1.[H-].[Na+].I[CH3:20], predict the reaction product. The product is: [CH3:1][O:2][CH2:3][O:4][C:5]1[CH:6]=[C:7]([CH:11]([CH3:20])[C:12]([O:14][CH2:15][CH3:16])=[O:13])[CH:8]=[CH:9][CH:10]=1.